From a dataset of Catalyst prediction with 721,799 reactions and 888 catalyst types from USPTO. Predict which catalyst facilitates the given reaction. (1) Reactant: [OH:1][CH2:2][C:3]1[CH:8]=[CH:7][N:6]=[C:5]([C:9]2[CH:10]=[CH:11][C:12]3[N:13]([CH:15]=[C:16]([C:18]([NH:20][C:21]4[CH:26]=[CH:25][CH:24]=[CH:23][CH:22]=4)=[O:19])[N:17]=3)[CH:14]=2)[CH:4]=1.[ClH:27]. Product: [ClH:27].[OH:1][CH2:2][C:3]1[CH:8]=[CH:7][N:6]=[C:5]([C:9]2[CH:10]=[CH:11][C:12]3[N:13]([CH:15]=[C:16]([C:18]([NH:20][C:21]4[CH:22]=[CH:23][CH:24]=[CH:25][CH:26]=4)=[O:19])[N:17]=3)[CH:14]=2)[CH:4]=1. The catalyst class is: 5. (2) Reactant: [C:1]1([S:7]([N:10]2[C:18]3[C:13](=[N:14][C:15](Cl)=[C:16]([C:19]4[CH:26]=[CH:25][C:22]([C:23]#[N:24])=[CH:21][CH:20]=4)[CH:17]=3)[CH:12]=[CH:11]2)(=[O:9])=[O:8])[CH:6]=[CH:5][CH:4]=[CH:3][CH:2]=1.C(=O)([O-])[O-].[Na+].[Na+].[F:34][C:35]1[CH:40]=[CH:39][C:38](B(O)O)=[CH:37][CH:36]=1. Product: [C:1]1([S:7]([N:10]2[C:18]3[C:13](=[N:14][C:15]([C:38]4[CH:39]=[CH:40][C:35]([F:34])=[CH:36][CH:37]=4)=[C:16]([C:19]4[CH:26]=[CH:25][C:22]([C:23]#[N:24])=[CH:21][CH:20]=4)[CH:17]=3)[CH:12]=[CH:11]2)(=[O:9])=[O:8])[CH:6]=[CH:5][CH:4]=[CH:3][CH:2]=1. The catalyst class is: 75. (3) Reactant: [Cl:1][C:2]1[CH:16]=[CH:15][C:5]([CH2:6][NH:7][C:8](=[O:14])[CH2:9][C:10]([F:13])([F:12])[F:11])=[CH:4][C:3]=1[CH:17]=O.[CH:19]1([NH2:22])[CH2:21][CH2:20]1.[BH4-].[Na+]. Product: [Cl:1][C:2]1[CH:16]=[CH:15][C:5]([CH2:6][NH:7][C:8](=[O:14])[CH2:9][C:10]([F:13])([F:12])[F:11])=[CH:4][C:3]=1[CH2:17][NH:22][CH:19]1[CH2:21][CH2:20]1. The catalyst class is: 5. (4) Reactant: Cl.[CH3:2][C@@H:3]1[C@@H:8]2[CH2:9][C@@H:5]([C@H:6]([O:10][C:11]3[CH:16]=[CH:15][C:14]([C:17]([F:20])([F:19])[F:18])=[CH:13][N:12]=3)[CH2:7]2)[N:4]1C(OC(C)(C)C)=O. Product: [CH3:2][C@@H:3]1[C@@H:8]2[CH2:9][C@@H:5]([C@H:6]([O:10][C:11]3[CH:16]=[CH:15][C:14]([C:17]([F:19])([F:18])[F:20])=[CH:13][N:12]=3)[CH2:7]2)[NH:4]1. The catalyst class is: 817. (5) Reactant: Cl.[CH3:2][N:3]([CH3:24])[CH2:4][CH2:5][C:6]1[C:14]2[C:9](=[C:10](/[CH:17]=[CH:18]/[C:19]([O:21][CH3:22])=[O:20])[CH:11]=[CH:12][C:13]=2[O:15][CH3:16])[N:8]([CH3:23])[CH:7]=1. Product: [CH3:24][N:3]([CH3:2])[CH2:4][CH2:5][C:6]1[C:14]2[C:9](=[C:10]([CH2:17][CH2:18][C:19]([O:21][CH3:22])=[O:20])[CH:11]=[CH:12][C:13]=2[O:15][CH3:16])[N:8]([CH3:23])[CH:7]=1. The catalyst class is: 19.